This data is from Reaction yield outcomes from USPTO patents with 853,638 reactions. The task is: Predict the reaction yield, written as a fraction of the theoretical maximum amount of product (1.0 means a 100% yield; for example, 0.34 means a 34% yield). (1) The reactants are [H-].[Na+].[CH2:3]([N:5]([CH2:9][CH3:10])[CH2:6][CH2:7][OH:8])[CH3:4].Br[CH2:12][C:13]1[N:18]=[C:17]([CH2:19][O:20][C:21]2[CH:42]=[CH:41][C:24]([C:25]([NH:27][C:28]3[CH:29]=[C:30]([CH:37]=[CH:38][C:39]=3[CH3:40])[C:31]([NH:33][CH:34]3[CH2:36][CH2:35]3)=[O:32])=[O:26])=[CH:23][CH:22]=2)[CH:16]=[CH:15][CH:14]=1. The catalyst is CC(N(C)C)=O. The product is [CH:34]1([NH:33][C:31](=[O:32])[C:30]2[CH:37]=[CH:38][C:39]([CH3:40])=[C:28]([NH:27][C:25](=[O:26])[C:24]3[CH:41]=[CH:42][C:21]([O:20][CH2:19][C:17]4[CH:16]=[CH:15][CH:14]=[C:13]([CH2:12][O:8][CH2:7][CH2:6][N:5]([CH2:9][CH3:10])[CH2:3][CH3:4])[N:18]=4)=[CH:22][CH:23]=3)[CH:29]=2)[CH2:35][CH2:36]1. The yield is 0.350. (2) The reactants are [Cl:1][C:2]1[CH:7]=[C:6]([Cl:8])[N:5]=[C:4]([NH2:9])[N:3]=1.C([O-])(=O)C.[Na+].[Br:15]Br. The catalyst is C(O)(=O)C. The product is [NH2:9][C:4]1[N:5]=[C:6]([Cl:8])[C:7]([Br:15])=[C:2]([Cl:1])[N:3]=1. The yield is 0.880. (3) The reactants are CCN=C=NCCCN(C)C.[CH3:12][C:13]1[CH:18]=[CH:17][C:16]([C:19]2[CH:24]=[C:23]([C:25]3[S:26][CH:27]=[CH:28][N:29]=3)[CH:22]=[C:21]([C:30]([OH:32])=O)[CH:20]=2)=[CH:15][CH:14]=1.C1C=CC2N(O)N=NC=2C=1.CN1C(=O)CCC1.[CH3:50][C@H:51]([NH2:59])[CH2:52][N:53]1[CH2:58][CH2:57][O:56][CH2:55][CH2:54]1. The catalyst is C(Cl)Cl. The product is [CH3:50][C@@H:51]([NH:59][C:30]([C:21]1[CH:20]=[C:19]([C:16]2[CH:17]=[CH:18][C:13]([CH3:12])=[CH:14][CH:15]=2)[CH:24]=[C:23]([C:25]2[S:26][CH:27]=[CH:28][N:29]=2)[CH:22]=1)=[O:32])[CH2:52][N:53]1[CH2:58][CH2:57][O:56][CH2:55][CH2:54]1. The yield is 0.810. (4) The reactants are [Br:1][C:2]1[CH:3]=[N:4][N:5]([CH3:17])[C:6]=1[C:7]1[CH:12]=[C:11]([N+:13]([O-:15])=[O:14])[CH:10]=[C:9](F)[CH:8]=1.[NH:18]1[CH2:22][CH2:21][CH2:20][CH2:19]1. The catalyst is CS(C)=O.CCOC(C)=O. The product is [Br:1][C:2]1[CH:3]=[N:4][N:5]([CH3:17])[C:6]=1[C:7]1[CH:8]=[C:9]([N:18]2[CH2:22][CH2:21][CH2:20][CH2:19]2)[CH:10]=[C:11]([N+:13]([O-:15])=[O:14])[CH:12]=1. The yield is 0.890. (5) The reactants are [CH:1]12[NH:7][CH:6]1[CH2:5][CH2:4][N:3]([C:8]([O:10][CH2:11][C:12]1[CH:17]=[CH:16][CH:15]=[CH:14][CH:13]=1)=[O:9])[CH2:2]2.[P:18](Cl)(=[O:25])([O:22][CH2:23][CH3:24])[O:19][CH2:20][CH3:21].C(N(CC)CC)C. The catalyst is C(Cl)Cl. The product is [CH2:20]([O:19][P:18]([N:7]1[CH:1]2[CH:6]1[CH2:5][CH2:4][N:3]([C:8]([O:10][CH2:11][C:12]1[CH:17]=[CH:16][CH:15]=[CH:14][CH:13]=1)=[O:9])[CH2:2]2)([O:22][CH2:23][CH3:24])=[O:25])[CH3:21]. The yield is 0.210. (6) The yield is 0.410. The product is [F:49][C:45]1[C:43]2[N:44]=[C:40]([CH2:39][N:11]([CH:9]3[C:10]4[N:1]=[CH:2][CH:3]=[CH:4][C:5]=4[CH2:6][CH2:7][CH2:8]3)[CH2:12][CH2:13][CH2:14][CH2:15][N:16]3[C:24](=[O:25])[C:23]4[C:18](=[CH:19][CH:20]=[CH:21][CH:22]=4)[C:17]3=[O:26])[NH:41][C:42]=2[CH:48]=[CH:47][CH:46]=1. The catalyst is C(#N)C. The reactants are [N:1]1[C:10]2[CH:9]([NH:11][CH2:12][CH2:13][CH2:14][CH2:15][N:16]3[C:24](=[O:25])[C:23]4[C:18](=[CH:19][CH:20]=[CH:21][CH:22]=4)[C:17]3=[O:26])[CH2:8][CH2:7][CH2:6][C:5]=2[CH:4]=[CH:3][CH:2]=1.C(N(C(C)C)CC)(C)C.[I-].[K+].Cl[CH2:39][C:40]1[NH:44][C:43]2[C:45]([F:49])=[CH:46][CH:47]=[CH:48][C:42]=2[N:41]=1. (7) The reactants are Br[C:2]1[CH:3]=[C:4]([C:16]([O:18][CH3:19])=[O:17])[C:5]2[CH:6]=[N:7][N:8]([CH:11]3[CH2:15][CH2:14][CH2:13][CH2:12]3)[C:9]=2[CH:10]=1.[C:20]([N:27]1[CH2:32][CH2:31][NH:30][CH2:29][CH2:28]1)([O:22][C:23]([CH3:26])([CH3:25])[CH3:24])=[O:21].C([O-])([O-])=O.[K+].[K+].N1CCC[C@H]1C(O)=O. The catalyst is CS(C)=O.[Cu]I.O. The product is [C:23]([O:22][C:20]([N:27]1[CH2:32][CH2:31][N:30]([C:2]2[CH:3]=[C:4]([C:16]([O:18][CH3:19])=[O:17])[C:5]3[CH:6]=[N:7][N:8]([CH:11]4[CH2:15][CH2:14][CH2:13][CH2:12]4)[C:9]=3[CH:10]=2)[CH2:29][CH2:28]1)=[O:21])([CH3:26])([CH3:24])[CH3:25]. The yield is 0.300.